This data is from Forward reaction prediction with 1.9M reactions from USPTO patents (1976-2016). The task is: Predict the product of the given reaction. Given the reactants [NH2:1][C:2]1[N:10]=[CH:9][CH:8]=[CH:7][C:3]=1[C:4]([OH:6])=[O:5].[C:11](OC(=O)C)(=O)[CH3:12], predict the reaction product. The product is: [CH3:11][C:12]1[O:5][C:4](=[O:6])[C:3]2[CH:7]=[CH:8][CH:9]=[N:10][C:2]=2[N:1]=1.